This data is from Full USPTO retrosynthesis dataset with 1.9M reactions from patents (1976-2016). The task is: Predict the reactants needed to synthesize the given product. (1) Given the product [Cl:1][C:2]1[C:3]([C:27]2[S:31][C:30]([C:32]3([NH:36][C:42]([NH2:41])=[O:43])[CH2:33][CH2:34][CH2:35]3)=[N:29][CH:28]=2)=[C:4]2[CH:10]=[C:9]([C:11]3[CH:12]=[N:13][N:14]([CH3:16])[CH:15]=3)[N:8]([S:17]([C:20]3[CH:26]=[CH:25][C:23]([CH3:24])=[CH:22][CH:21]=3)(=[O:19])=[O:18])[C:5]2=[N:6][CH:7]=1, predict the reactants needed to synthesize it. The reactants are: [Cl:1][C:2]1[C:3]([C:27]2[S:31][C:30]([C:32]3([NH2:36])[CH2:35][CH2:34][CH2:33]3)=[N:29][CH:28]=2)=[C:4]2[CH:10]=[C:9]([C:11]3[CH:12]=[N:13][N:14]([CH3:16])[CH:15]=3)[N:8]([S:17]([C:20]3[CH:26]=[CH:25][C:23]([CH3:24])=[CH:22][CH:21]=3)(=[O:19])=[O:18])[C:5]2=[N:6][CH:7]=1.C[Si]([N:41]=[C:42]=[O:43])(C)C. (2) Given the product [Cl:25][C:26]1[CH:34]=[C:33]([Cl:35])[CH:32]=[CH:31][C:27]=1[C:28]([NH:18][C:15]1[CH:14]=[CH:13][C:12]([C:10]2[N:11]=[C:7]([C:1]3[CH:2]=[CH:3][CH:4]=[CH:5][CH:6]=3)[O:8][CH:9]=2)=[CH:17][CH:16]=1)=[O:29], predict the reactants needed to synthesize it. The reactants are: [C:1]1([C:7]2[O:8][CH:9]=[C:10]([C:12]3[CH:17]=[CH:16][C:15]([NH2:18])=[CH:14][CH:13]=3)[N:11]=2)[CH:6]=[CH:5][CH:4]=[CH:3][CH:2]=1.N1C=CC=CC=1.[Cl:25][C:26]1[CH:34]=[C:33]([Cl:35])[CH:32]=[CH:31][C:27]=1[C:28](Cl)=[O:29].